Task: Predict which catalyst facilitates the given reaction.. Dataset: Catalyst prediction with 721,799 reactions and 888 catalyst types from USPTO (1) Reactant: S1[C:10]2[C:5](=[CH:6][CH:7]=[CH:8][CH:9]=2)[CH:4]([N:11]2[CH:15]=[CH:14][N:13]=[CH:12]2)[CH2:3][CH2:2]1.O[O:17][S:18]([O-:20])=O.[K+]. Product: [O:17]=[S:18]1(=[O:20])[C:10]2[C:5](=[CH:6][CH:7]=[CH:8][CH:9]=2)[CH:4]([N:11]2[CH:15]=[CH:14][N:13]=[CH:12]2)[CH2:3][CH2:2]1. The catalyst class is: 24. (2) Reactant: [F:1][C:2]1[C:7]([CH3:8])=[CH:6][C:5]([NH:9][CH:10]2[CH2:15][CH2:14][N:13]([C:16]([O:18][C:19]([CH3:22])([CH3:21])[CH3:20])=[O:17])[CH2:12][CH2:11]2)=[C:4]([N+:23]([O-])=O)[CH:3]=1.O.NN. Product: [NH2:23][C:4]1[CH:3]=[C:2]([F:1])[C:7]([CH3:8])=[CH:6][C:5]=1[NH:9][CH:10]1[CH2:11][CH2:12][N:13]([C:16]([O:18][C:19]([CH3:22])([CH3:21])[CH3:20])=[O:17])[CH2:14][CH2:15]1. The catalyst class is: 171. (3) Reactant: [F:1][C:2]1[CH:7]=[C:6]([CH3:8])[CH:5]=[CH:4][C:3]=1[C:9](=[O:22])[CH:10]([C:16]1[CH:21]=[CH:20][CH:19]=[CH:18][CH:17]=1)C(OCC)=O.Cl.[OH-].[Na+]. Product: [F:1][C:2]1[CH:7]=[C:6]([CH3:8])[CH:5]=[CH:4][C:3]=1[C:9](=[O:22])[CH2:10][C:16]1[CH:17]=[CH:18][CH:19]=[CH:20][CH:21]=1. The catalyst class is: 20. (4) Reactant: [Cl:1][C:2]1[S:6][C:5]([C:7]([NH:9][CH2:10][C:11]2[N:12]=[N:13][N:14]([C:16]3[CH:21]=[CH:20][C:19]([N:22]4[CH:27]=[CH:26][CH:25]=[C:24]([O:28][CH2:29][CH2:30]SC)[C:23]4=[O:33])=[CH:18][CH:17]=3)[CH:15]=2)=[O:8])=[CH:4][CH:3]=1.[CH3:34]O.O[O:37][S:38]([O-:40])=O.[K+]. Product: [Cl:1][C:2]1[S:6][C:5]([C:7]([NH:9][CH2:10][C:11]2[N:12]=[N:13][N:14]([C:16]3[CH:17]=[CH:18][C:19]([N:22]4[CH:27]=[CH:26][CH:25]=[C:24]([O:28][CH2:29][CH2:30][S:38]([CH3:34])(=[O:40])=[O:37])[C:23]4=[O:33])=[CH:20][CH:21]=3)[CH:15]=2)=[O:8])=[CH:4][CH:3]=1. The catalyst class is: 6. (5) Reactant: [N:1]1([CH2:6][CH2:7][O:8][C:9]2[CH:14]=[CH:13][C:12]([NH:15][CH2:16][C:17]3[CH:22]=[CH:21][C:20]([O:23][CH:24]4[CH2:29][CH2:28][CH2:27][CH2:26][O:25]4)=[CH:19][CH:18]=3)=[CH:11][CH:10]=2)[CH2:5][CH2:4][CH2:3][CH2:2]1.C(N(CC)CC)C.[Cl:37][C:38]1[CH:43]=[C:42]([C:44]([F:47])([F:46])[F:45])[CH:41]=[CH:40][C:39]=1[S:48](Cl)(=[O:50])=[O:49].[N-]=C=O.C(O)C(N)(CO)CO. Product: [Cl:37][C:38]1[CH:43]=[C:42]([C:44]([F:46])([F:45])[F:47])[CH:41]=[CH:40][C:39]=1[S:48]([N:15]([C:12]1[CH:11]=[CH:10][C:9]([O:8][CH2:7][CH2:6][N:1]2[CH2:2][CH2:3][CH2:4][CH2:5]2)=[CH:14][CH:13]=1)[CH2:16][C:17]1[CH:22]=[CH:21][C:20]([O:23][CH:24]2[CH2:29][CH2:28][CH2:27][CH2:26][O:25]2)=[CH:19][CH:18]=1)(=[O:50])=[O:49]. The catalyst class is: 2.